Dataset: Forward reaction prediction with 1.9M reactions from USPTO patents (1976-2016). Task: Predict the product of the given reaction. (1) Given the reactants Cl[C:2]1[N:7]=[C:6]([CH:8]([CH:11]2[N:15]([CH2:16][CH3:17])[C:14]3[CH:18]=[CH:19][CH:20]=[CH:21][C:13]=3[NH:12]2)[C:9]#[N:10])[C:5]([CH3:22])=[CH:4][N:3]=1.[NH2:23][CH2:24][CH:25]1[CH2:30][CH2:29][CH2:28][CH2:27][CH2:26]1, predict the reaction product. The product is: [CH:25]1([CH2:24][NH:23][C:2]2[N:7]=[C:6]([CH:8]([C:11]3[N:15]([CH2:16][CH3:17])[C:14]4[CH:18]=[CH:19][CH:20]=[CH:21][C:13]=4[N:12]=3)[C:9]#[N:10])[C:5]([CH3:22])=[CH:4][N:3]=2)[CH2:30][CH2:29][CH2:28][CH2:27][CH2:26]1. (2) Given the reactants [CH2:1]([O:8][C:9]1[CH:18]=[C:17]2[C:12]([CH2:13][CH2:14][CH2:15][N:16]2[CH2:19][CH2:20][N:21]2C(=O)C3C(=CC=CC=3)C2=O)=[CH:11][CH:10]=1)[C:2]1[CH:7]=[CH:6][CH:5]=[CH:4][CH:3]=1.O.NN.Cl.[OH-].[Na+], predict the reaction product. The product is: [CH2:1]([O:8][C:9]1[CH:18]=[C:17]2[C:12]([CH2:13][CH2:14][CH2:15][N:16]2[CH2:19][CH2:20][NH2:21])=[CH:11][CH:10]=1)[C:2]1[CH:3]=[CH:4][CH:5]=[CH:6][CH:7]=1. (3) Given the reactants Br[C:2]1[CH:14]=[CH:13][C:12]([CH:15]([F:17])[F:16])=[CH:11][C:3]=1[CH2:4][N:5]1[N:9]=[N:8][C:7]([CH3:10])=[N:6]1.C1(C)C=CC=CC=1P(C1C=CC=CC=1C)C1C=CC=CC=1C.[C:40]([O:44][CH2:45][CH3:46])(=[O:43])[CH:41]=[CH2:42].C(N(CC)CC)C, predict the reaction product. The product is: [F:16][CH:15]([F:17])[C:12]1[CH:13]=[CH:14][C:2](/[CH:42]=[CH:41]/[C:40]([O:44][CH2:45][CH3:46])=[O:43])=[C:3]([CH2:4][N:5]2[N:9]=[N:8][C:7]([CH3:10])=[N:6]2)[CH:11]=1. (4) Given the reactants [F:1][C:2]1[CH:3]=[CH:4][C:5]([N:9]2[CH:14]=[CH:13][C:12]3=[N:15][C:16]([CH2:18][O:19][C:20]4[CH:25]=[CH:24][CH:23]=[CH:22][CH:21]=4)=[CH:17][N:11]3[C:10]2=[O:26])=[N:6][C:7]=1[CH3:8].[H][H], predict the reaction product. The product is: [F:1][C:2]1[CH:3]=[CH:4][C:5]([N:9]2[CH2:14][CH2:13][C:12]3=[N:15][C:16]([CH2:18][O:19][C:20]4[CH:21]=[CH:22][CH:23]=[CH:24][CH:25]=4)=[CH:17][N:11]3[C:10]2=[O:26])=[N:6][C:7]=1[CH3:8]. (5) Given the reactants [CH2:1]([C:3]1([C:33]([O:35]CC)=[O:34])[CH2:8][CH2:7][N:6]([C:9]2[N:14]=[CH:13][C:12]([C:15]3[CH:16]=[C:17]([CH2:30][O:31][CH3:32])[C:18]4[S:22][C:21]([NH:23][C:24](=[O:28])[NH:25][CH2:26][CH3:27])=[N:20][C:19]=4[CH:29]=3)=[CH:11][N:10]=2)[CH2:5][CH2:4]1)[CH3:2].[OH-].[Na+], predict the reaction product. The product is: [CH2:1]([C:3]1([C:33]([OH:35])=[O:34])[CH2:8][CH2:7][N:6]([C:9]2[N:10]=[CH:11][C:12]([C:15]3[CH:16]=[C:17]([CH2:30][O:31][CH3:32])[C:18]4[S:22][C:21]([NH:23][C:24](=[O:28])[NH:25][CH2:26][CH3:27])=[N:20][C:19]=4[CH:29]=3)=[CH:13][N:14]=2)[CH2:5][CH2:4]1)[CH3:2]. (6) Given the reactants [N+:1]([CH2:4][CH2:5][CH:6]=[CH:7][CH2:8][CH:9]=[CH:10][CH2:11][CH2:12][CH2:13][CH2:14][CH2:15][CH2:16][CH2:17][C:18]([O:20]C)=[O:19])([O-:3])=[O:2].[CH:22](=O)[CH2:23][CH3:24], predict the reaction product. The product is: [N+:1](/[C:4](=[CH:22]/[CH2:23][CH3:24])/[CH2:5]/[CH:6]=[CH:7]\[CH2:8]/[CH:9]=[CH:10]/[CH2:11][CH2:12][CH2:13][CH2:14][CH2:15][CH2:16][CH2:17][C:18]([OH:20])=[O:19])([O-:3])=[O:2]. (7) Given the reactants [CH:1]1([C@@H:5]([C:11]2[CH:16]=[CH:15][CH:14]=[C:13]([OH:17])[CH:12]=2)[CH2:6][C:7]([O:9][CH3:10])=[O:8])[CH2:4][CH2:3][CH2:2]1.[CH:18]1([C@H](C2C=CC=C(O)C=2)CC(OC)=O)CCC1.[OH:35][C:36]1[CH:37]=[C:38](B(O)O)[CH:39]=[CH:40][CH:41]=1.O1CCOCC1.O.[CH:52]1(/[CH:56]=[CH:57]/[C:58]([O:60][CH2:61][CH3:62])=[O:59])[CH2:55][CH2:54][CH2:53]1, predict the reaction product. The product is: [CH:1]1([C@@H:5]([C:11]2[CH:16]=[CH:15][CH:14]=[C:13]([OH:17])[CH:12]=2)[CH2:6][C:7]([O:9][CH2:10][CH3:18])=[O:8])[CH2:2][CH2:3][CH2:4]1.[CH:52]1([C@H:56]([C:38]2[CH:39]=[CH:40][CH:41]=[C:36]([OH:35])[CH:37]=2)[CH2:57][C:58]([O:60][CH2:61][CH3:62])=[O:59])[CH2:53][CH2:54][CH2:55]1.